This data is from Merck oncology drug combination screen with 23,052 pairs across 39 cell lines. The task is: Regression. Given two drug SMILES strings and cell line genomic features, predict the synergy score measuring deviation from expected non-interaction effect. Drug 1: CN1C(=O)C=CC2(C)C3CCC4(C)C(NC(=O)OCC(F)(F)F)CCC4C3CCC12. Drug 2: CCN(CC)CCNC(=O)c1c(C)[nH]c(C=C2C(=O)Nc3ccc(F)cc32)c1C. Cell line: OV90. Synergy scores: synergy=4.58.